From a dataset of Full USPTO retrosynthesis dataset with 1.9M reactions from patents (1976-2016). Predict the reactants needed to synthesize the given product. (1) Given the product [N+:12]([C:11]1[C:2]2[NH:15][C:16]3[CH:21]=[CH:20][CH:19]=[CH:18][C:17]=3[NH:22][C:4](=[O:6])[C:3]=2[CH:8]=[CH:9][CH:10]=1)([O-:14])=[O:13], predict the reactants needed to synthesize it. The reactants are: Cl[C:2]1[C:11]([N+:12]([O-:14])=[O:13])=[CH:10][CH:9]=[CH:8][C:3]=1[C:4]([O:6]C)=O.[NH2:15][C:16]1[CH:21]=[CH:20][CH:19]=[CH:18][C:17]=1[NH2:22].C(=O)([O-])[O-].[K+].[K+].O. (2) Given the product [Cl:1][C:2]1[CH:3]=[C:4]([CH:8]2[CH:9]([C:27]([N:41]3[CH2:40][CH2:39][N:38]([CH2:37][C:36]([N:30]4[CH2:31][CH2:32][O:33][CH2:34][CH2:35]4)=[O:44])[CH2:43][CH2:42]3)=[O:28])[NH:10][CH:11]([CH2:22][C:23]([CH3:25])([CH3:26])[CH3:24])[C:12]2([C:15]2[CH:20]=[CH:19][C:18]([Cl:21])=[CH:17][CH:16]=2)[C:13]#[N:14])[CH:5]=[CH:6][CH:7]=1, predict the reactants needed to synthesize it. The reactants are: [Cl:1][C:2]1[CH:3]=[C:4]([CH:8]2[C:12]([C:15]3[CH:20]=[CH:19][C:18]([Cl:21])=[CH:17][CH:16]=3)([C:13]#[N:14])[CH:11]([CH2:22][C:23]([CH3:26])([CH3:25])[CH3:24])[NH:10][CH:9]2[C:27](O)=[O:28])[CH:5]=[CH:6][CH:7]=1.[N:30]1([C:36](=[O:44])[CH2:37][N:38]2[CH2:43][CH2:42][NH:41][CH2:40][CH2:39]2)[CH2:35][CH2:34][O:33][CH2:32][CH2:31]1.CN(C(ON1N=NC2C=CC=NC1=2)=[N+](C)C)C.F[P-](F)(F)(F)(F)F.CCN(C(C)C)C(C)C.